Dataset: Full USPTO retrosynthesis dataset with 1.9M reactions from patents (1976-2016). Task: Predict the reactants needed to synthesize the given product. (1) Given the product [CH3:13][O:12][C:9]1[CH:10]=[C:11]2[C:6](=[CH:7][C:8]=1[O:14][CH3:15])[N:5]=[CH:4][CH:3]=[C:2]2[O:16][C:17]1[C:26]([C:27]([O:29][CH3:30])=[O:28])=[CH:25][C:24]2[C:19]([CH:18]=1)=[CH:20][CH:21]=[CH:22][CH:23]=2, predict the reactants needed to synthesize it. The reactants are: Cl[C:2]1[C:11]2[C:6](=[CH:7][C:8]([O:14][CH3:15])=[C:9]([O:12][CH3:13])[CH:10]=2)[N:5]=[CH:4][CH:3]=1.[OH:16][C:17]1[C:26]([C:27]([O:29][CH3:30])=[O:28])=[CH:25][C:24]2[C:19](=[CH:20][CH:21]=[CH:22][CH:23]=2)[CH:18]=1.O. (2) Given the product [F:7][C:8]1[CH:9]=[C:10]([O:4][CH3:1])[CH:11]=[CH:12][C:13]=1[N+:14]([O-:16])=[O:15], predict the reactants needed to synthesize it. The reactants are: [C:1](=[O:4])([O-])[O-].[K+].[K+].[F:7][C:8]1[CH:9]=[C:10](O)[CH:11]=[CH:12][C:13]=1[N+:14]([O-:16])=[O:15].CI. (3) Given the product [C:1]([O:5][C:6]([NH:8][C@@H:9]([CH2:14][C:15]1[CH:16]=[CH:17][CH:18]=[CH:19][CH:20]=1)[C@@H:10]([OH:13])[CH2:11][O:12][S:29]([CH3:28])(=[O:31])=[O:30])=[O:7])([CH3:4])([CH3:2])[CH3:3], predict the reactants needed to synthesize it. The reactants are: [C:1]([O:5][C:6]([NH:8][C@@H:9]([CH2:14][C:15]1[CH:20]=[CH:19][CH:18]=[CH:17][CH:16]=1)[C@@H:10]([OH:13])[CH2:11][OH:12])=[O:7])([CH3:4])([CH3:3])[CH3:2].C(OC(C)C)(C)C.[CH3:28][S:29](Cl)(=[O:31])=[O:30].C(N(CC)CC)C. (4) Given the product [OH:8][CH2:9][CH:10]([O:21][CH:22]1[CH2:27][CH2:26][CH2:25][CH2:24][O:23]1)[C:11]1[CH:12]=[CH:13][C:14]([C:17]([CH3:20])([CH3:19])[CH3:18])=[CH:15][CH:16]=1, predict the reactants needed to synthesize it. The reactants are: [Si]([O:8][CH2:9][CH:10]([O:21][CH:22]1[CH2:27][CH2:26][CH2:25][CH2:24][O:23]1)[C:11]1[CH:16]=[CH:15][C:14]([C:17]([CH3:20])([CH3:19])[CH3:18])=[CH:13][CH:12]=1)(C(C)(C)C)(C)C.[F-].C([N+](CCCC)(CCCC)CCCC)CCC. (5) Given the product [O:22]1[C:21]2[CH:20]=[CH:19][C:18]([NH:23][C:24]([S:25][CH3:10])=[C:4]([C:3](=[O:7])[C:2]([CH3:9])([CH3:8])[CH3:1])[C:5]#[N:6])=[CH:17][C:16]=2[O:15][CH2:14]1, predict the reactants needed to synthesize it. The reactants are: [CH3:1][C:2]([CH3:9])([CH3:8])[C:3](=[O:7])[CH2:4][C:5]#[N:6].[CH3:10]C(C)=O.[CH2:14]1[O:22][C:21]2[CH:20]=[CH:19][C:18]([N:23]=[C:24]=[S:25])=[CH:17][C:16]=2[O:15]1.CI. (6) Given the product [CH3:7][N:8]1[CH:14]2[CH2:15][CH2:16][CH:9]1[CH2:10][NH:11][CH2:12][CH2:13]2, predict the reactants needed to synthesize it. The reactants are: [H-].[H-].[H-].[H-].[Li+].[Al+3].[CH3:7][N:8]1[CH:14]2[CH2:15][CH2:16][CH:9]1[CH2:10][NH:11][C:12](=O)[CH2:13]2.O. (7) The reactants are: [I:1][C:2]1[C:10]2[C:5](=[CH:6][CH:7]=[C:8]([C:11]([OH:13])=O)[CH:9]=2)[NH:4][N:3]=1.[CH3:14][C:15]1[CH:25]=[CH:24][CH:23]=[CH:22][C:16]=1[CH2:17][C:18]1([NH2:21])[CH2:20][CH2:19]1.Cl.CN(C(ON1N=NC2C=CC=CC1=2)=[N+](C)C)C.[B-](F)(F)(F)F.CCN(C(C)C)C(C)C. Given the product [I:1][C:2]1[C:10]2[C:5](=[CH:6][CH:7]=[C:8]([C:11]([NH:21][C:18]3([CH2:17][C:16]4[CH:22]=[CH:23][CH:24]=[CH:25][C:15]=4[CH3:14])[CH2:20][CH2:19]3)=[O:13])[CH:9]=2)[NH:4][N:3]=1, predict the reactants needed to synthesize it.